Dataset: hERG Central: cardiac toxicity at 1µM, 10µM, and general inhibition. Task: Predict hERG channel inhibition at various concentrations. (1) Results: hERG_inhib (hERG inhibition (general)): blocker. The drug is O=C(CSc1ccc2nnc(-c3ccccn3)n2n1)NCc1ccco1. (2) The drug is O=C(NC1CN2CCC1CC2)c1ccc(-c2ccc([N+](=O)[O-])cc2)o1. Results: hERG_inhib (hERG inhibition (general)): blocker. (3) The compound is COc1ccc(C(CNC(=O)c2cccc(NS(=O)(=O)c3ccc(Br)cc3)c2)N(C)C)cc1. Results: hERG_inhib (hERG inhibition (general)): blocker. (4) The molecule is O=C(/C=C/c1ccccc1)N1CCN(Cc2nc3ccccc3c(=O)[nH]2)CC1. Results: hERG_inhib (hERG inhibition (general)): blocker. (5) The molecule is CCN(CC)CCn1c2c(c(SCC(=O)Nc3cc(C)ccc3C)nc1=O)CCC2. Results: hERG_inhib (hERG inhibition (general)): blocker.